Dataset: CYP2C9 inhibition data for predicting drug metabolism from PubChem BioAssay. Task: Regression/Classification. Given a drug SMILES string, predict its absorption, distribution, metabolism, or excretion properties. Task type varies by dataset: regression for continuous measurements (e.g., permeability, clearance, half-life) or binary classification for categorical outcomes (e.g., BBB penetration, CYP inhibition). Dataset: cyp2c9_veith. (1) The compound is CS(=O)(=O)N1CCC2(CC1)CN(c1ccccn1)C2. The result is 0 (non-inhibitor). (2) The drug is COC(=O)C1CSC(C(=O)OC)N1C(=O)Nc1ccccc1. The result is 0 (non-inhibitor).